Dataset: Full USPTO retrosynthesis dataset with 1.9M reactions from patents (1976-2016). Task: Predict the reactants needed to synthesize the given product. (1) Given the product [F:1][C:2]1[CH:35]=[C:34]([F:36])[CH:33]=[CH:32][C:3]=1[O:4][C:5]1[CH:10]=[CH:9][C:8]([NH:11][S:12]([CH2:15][CH3:16])(=[O:14])=[O:13])=[CH:7][C:6]=1[C:17]1[C:25]2[CH:24]=[C:23]([C:26]([OH:28])=[O:27])[NH:22][C:21](=[O:29])[C:20]=2[N:19]([CH3:31])[CH:18]=1, predict the reactants needed to synthesize it. The reactants are: [F:1][C:2]1[CH:35]=[C:34]([F:36])[CH:33]=[CH:32][C:3]=1[O:4][C:5]1[CH:10]=[CH:9][C:8]([NH:11][S:12]([CH2:15][CH3:16])(=[O:14])=[O:13])=[CH:7][C:6]=1[C:17]1[C:25]2[C:20](=[C:21]([O:29]C)[N:22]=[C:23]([C:26]([OH:28])=[O:27])[CH:24]=2)[N:19]([CH3:31])[CH:18]=1.Cl. (2) Given the product [C:1]([O:5][C:6]([N:8]1[CH2:13][CH:12]2[CH2:14][C@@H:9]1[CH2:10][N:11]2[C:15]1[N:20]2[CH:21]=[CH:22][N:23]=[C:19]2[CH:18]=[C:17]([C:24]2[CH:29]=[CH:28][N:27]=[C:26]([NH:39][CH:32]([C:33]3[CH:38]=[CH:37][CH:36]=[CH:35][CH:34]=3)[CH3:31])[CH:25]=2)[N:16]=1)=[O:7])([CH3:4])([CH3:3])[CH3:2], predict the reactants needed to synthesize it. The reactants are: [C:1]([O:5][C:6]([N:8]1[CH2:13][CH:12]2[CH2:14][CH:9]1[CH2:10][N:11]2[C:15]1[N:20]2[CH:21]=[CH:22][N:23]=[C:19]2[CH:18]=[C:17]([C:24]2[CH:29]=[CH:28][N:27]=[C:26](Cl)[CH:25]=2)[N:16]=1)=[O:7])([CH3:4])([CH3:3])[CH3:2].[CH3:31][C@@H:32]([NH2:39])[C:33]1[CH:38]=[CH:37][CH:36]=[CH:35][CH:34]=1.C1C=CC(P(C2C(C3C(P(C4C=CC=CC=4)C4C=CC=CC=4)=CC=C4C=3C=CC=C4)=C3C(C=CC=C3)=CC=2)C2C=CC=CC=2)=CC=1.CC([O-])(C)C.[Na+]. (3) Given the product [NH:12]1[CH:11]=[C:21]([C:24]2[CH:38]=[CH:37][C:27]3[N:28]=[C:29]([NH:31][C:32]([NH:34][CH2:35][CH3:36])=[O:33])[S:30][C:26]=3[CH:25]=2)[CH:22]=[N:46]1, predict the reactants needed to synthesize it. The reactants are: NC1C=C(C2[CH:22]=[CH:21][C:11]3[N:12]=C(NC(NCC)=O)SC=3C=2)C=CC=1.Br[C:24]1[CH:38]=[CH:37][C:27]2[N:28]=[C:29]([NH:31][C:32]([NH:34][CH2:35][CH3:36])=[O:33])[S:30][C:26]=2[CH:25]=1.C(=O)([O-])[O-].[Na+].[Na+].C[N:46](C=O)C.O. (4) Given the product [CH3:1][C:2]1[C:7]([N+:8]([O-:10])=[O:9])=[CH:6][N:5]=[C:4]([C:11]([O:13][CH3:19])=[O:12])[CH:3]=1, predict the reactants needed to synthesize it. The reactants are: [CH3:1][C:2]1[C:7]([N+:8]([O-:10])=[O:9])=[CH:6][N:5]=[C:4]([C:11]([OH:13])=[O:12])[CH:3]=1.S(=O)(=O)(O)O.[CH3:19]O. (5) Given the product [CH:1]1[C:11]2[CH:10]=[CH:9][C:8]3[CH:12]=[CH:13][CH:14]=[CH:15][C:7]=3[CH:6]([N:31]3[CH2:30][CH2:29][N:28]([C:34]([O:36][C:37]([CH3:40])([CH3:39])[CH3:38])=[O:35])[CH2:33][CH2:32]3)[C:5]=2[CH:4]=[CH:3][CH:2]=1, predict the reactants needed to synthesize it. The reactants are: [CH:1]1[C:11]2[CH:10]=[CH:9][C:8]3[CH:12]=[CH:13][CH:14]=[CH:15][C:7]=3[CH:6](O)[C:5]=2[CH:4]=[CH:3][CH:2]=1.S(Cl)(Cl)=O.C(N(CC)CC)C.[N:28]1([C:34]([O:36][C:37]([CH3:40])([CH3:39])[CH3:38])=[O:35])[CH2:33][CH2:32][NH:31][CH2:30][CH2:29]1. (6) Given the product [CH2:1]([NH:8][CH:9]([C:14]1[N:15]=[CH:16][C:17]([C:35]2[CH:36]=[CH:37][C:32]([C@H:28]3[O:27][C:26]([CH3:48])([CH3:47])[N:25]([C:23](=[O:24])[CH:22]([F:49])[F:21])[C@H:29]3[CH2:30][F:31])=[CH:33][CH:34]=2)=[CH:18][CH:19]=1)[C:10]([F:13])([F:12])[F:11])[C:2]1[CH:7]=[CH:6][CH:5]=[CH:4][CH:3]=1, predict the reactants needed to synthesize it. The reactants are: [CH2:1]([NH:8][CH:9]([C:14]1[CH:19]=[CH:18][C:17](Br)=[CH:16][N:15]=1)[C:10]([F:13])([F:12])[F:11])[C:2]1[CH:7]=[CH:6][CH:5]=[CH:4][CH:3]=1.[F:21][CH:22]([F:49])[C:23]([N:25]1[C@H:29]([CH2:30][F:31])[C@@H:28]([C:32]2[CH:37]=[CH:36][C:35](B3OC(C)(C)C(C)(C)O3)=[CH:34][CH:33]=2)[O:27][C:26]1([CH3:48])[CH3:47])=[O:24].C([O-])([O-])=O.[Na+].[Na+]. (7) Given the product [CH:16]1([C:3]2[C:2]([CH:19]3[CH2:21][CH2:20]3)=[CH:11][C:6]([C:7]([O:9][CH3:10])=[O:8])=[C:5]([O:12][CH2:13][O:14][CH3:15])[CH:4]=2)[CH2:18][CH2:17]1, predict the reactants needed to synthesize it. The reactants are: Br[C:2]1[C:3]([CH:16]2[CH2:18][CH2:17]2)=[CH:4][C:5]([O:12][CH2:13][O:14][CH3:15])=[C:6]([CH:11]=1)[C:7]([O:9][CH3:10])=[O:8].[CH:19]1(B(O)O)[CH2:21][CH2:20]1. (8) Given the product [Cl:1][C:2]1[CH:11]=[C:10]2[C:5]([NH:6][C:7](=[O:18])[C:8]3[N:9]2[N:12]=[CH:13][N:14]=3)=[CH:4][CH:3]=1, predict the reactants needed to synthesize it. The reactants are: [Cl:1][C:2]1[CH:11]=[C:10]2[C:5]([NH:6][C:7](=[O:18])[C:8]3[N:9]2[N:12]=[C:13](C(O)=O)[N:14]=3)=[CH:4][CH:3]=1.